Dataset: Forward reaction prediction with 1.9M reactions from USPTO patents (1976-2016). Task: Predict the product of the given reaction. (1) Given the reactants [CH3:1][O:2][C:3]1[CH:4]=[C:5]([NH2:11])[CH:6]=[CH:7][C:8]=1[O:9][CH3:10].[CH:12](OCC)(OCC)OCC.[CH3:22][C:23]1([CH3:31])[O:28][C:27](=[O:29])[CH2:26][C:25](=[O:30])[O:24]1, predict the reaction product. The product is: [CH3:1][O:2][C:3]1[CH:4]=[C:5]([NH:11][CH:12]=[C:26]2[C:27](=[O:29])[O:28][C:23]([CH3:31])([CH3:22])[O:24][C:25]2=[O:30])[CH:6]=[CH:7][C:8]=1[O:9][CH3:10]. (2) Given the reactants [C:1]([C:5]1[N:10]=[CH:9][C:8]([C:11]2[N:12]([C:32]([N:34]3[CH2:39][CH2:38][N:37]([CH2:40][C:41](O)=[O:42])[CH2:36][CH2:35]3)=[O:33])[C@@:13]([C:25]3[CH:30]=[CH:29][C:28]([Cl:31])=[CH:27][CH:26]=3)([CH3:24])[C@@:14]([C:17]3[CH:22]=[CH:21][C:20]([Cl:23])=[CH:19][CH:18]=3)([CH3:16])[N:15]=2)=[C:7]([O:44][CH2:45][CH3:46])[CH:6]=1)([CH3:4])([CH3:3])[CH3:2].[NH2:47][CH2:48][C:49]1[CH:54]=[CH:53][CH:52]=[CH:51][N:50]=1, predict the reaction product. The product is: [C:1]([C:5]1[N:10]=[CH:9][C:8]([C:11]2[N:12]([C:32]([N:34]3[CH2:35][CH2:36][N:37]([CH2:40][C:41]([NH:47][CH2:48][C:49]4[CH:54]=[CH:53][CH:52]=[CH:51][N:50]=4)=[O:42])[CH2:38][CH2:39]3)=[O:33])[C@@:13]([C:25]3[CH:26]=[CH:27][C:28]([Cl:31])=[CH:29][CH:30]=3)([CH3:24])[C@@:14]([C:17]3[CH:22]=[CH:21][C:20]([Cl:23])=[CH:19][CH:18]=3)([CH3:16])[N:15]=2)=[C:7]([O:44][CH2:45][CH3:46])[CH:6]=1)([CH3:3])([CH3:4])[CH3:2].